Dataset: Retrosynthesis with 50K atom-mapped reactions and 10 reaction types from USPTO. Task: Predict the reactants needed to synthesize the given product. (1) Given the product Cc1ccc2c(N3CCN(CCc4cccc5c4OCc4c(C(=O)O)ncn4-5)CC3)cccc2n1, predict the reactants needed to synthesize it. The reactants are: CCOC(=O)c1ncn2c1COc1c(CCN3CCN(c4cccc5nc(C)ccc45)CC3)cccc1-2. (2) Given the product COc1cccc(C(c2ccc(C(=O)N3CCCCC3)cc2)N2C3CCC4NC3CCC42)c1, predict the reactants needed to synthesize it. The reactants are: COc1cccc(C(c2ccc(C(=O)N3CCCCC3)cc2)N2C3CCC4C2CCC3N4Cc2ccccc2)c1. (3) Given the product NC(=O)c1cc(-c2ccccc2)cc2c(C3CCN(C(=O)c4ccccc4)CC3)n[nH]c12, predict the reactants needed to synthesize it. The reactants are: NC(=O)c1cc(-c2ccccc2)cc2c(C3CCNCC3)n[nH]c12.O=C(Cl)c1ccccc1. (4) Given the product COC(=O)c1sc(-c2ccc(OC)cc2)nc1Cl, predict the reactants needed to synthesize it. The reactants are: COC(=O)c1sc(Cl)nc1Cl.COc1ccc(B(O)O)cc1.